Dataset: Peptide-MHC class II binding affinity with 134,281 pairs from IEDB. Task: Regression. Given a peptide amino acid sequence and an MHC pseudo amino acid sequence, predict their binding affinity value. This is MHC class II binding data. The peptide sequence is TQAFSAHGSGREVID. The MHC is DRB3_0202 with pseudo-sequence DRB3_0202. The binding affinity (normalized) is 0.508.